Dataset: Full USPTO retrosynthesis dataset with 1.9M reactions from patents (1976-2016). Task: Predict the reactants needed to synthesize the given product. (1) Given the product [F:1][C:2]1[CH:3]=[C:4]([C:8]2[CH:23]=[CH:22][C:11]([C:12]([NH:14][C@H:15]3[CH2:16][CH2:17][C@H:18]([O:21][C:27]4[N:31]([CH3:32])[N:30]=[N:29][N:28]=4)[CH2:19][CH2:20]3)=[O:13])=[CH:10][N:9]=2)[CH:5]=[CH:6][CH:7]=1, predict the reactants needed to synthesize it. The reactants are: [F:1][C:2]1[CH:3]=[C:4]([C:8]2[CH:23]=[CH:22][C:11]([C:12]([NH:14][C@H:15]3[CH2:20][CH2:19][C@H:18]([OH:21])[CH2:17][CH2:16]3)=[O:13])=[CH:10][N:9]=2)[CH:5]=[CH:6][CH:7]=1.[H-].[Na+].Cl[C:27]1[N:31]([CH3:32])[N:30]=[N:29][N:28]=1. (2) Given the product [OH:2][C:3]1[CH:4]=[CH:5][C:6]([C:9]2[CH:13]=[C:12]([C:14]([O:16][CH2:17][CH3:18])=[O:15])[O:11][N:10]=2)=[CH:7][CH:8]=1, predict the reactants needed to synthesize it. The reactants are: C[O:2][C:3]1[CH:8]=[CH:7][C:6]([C:9]2[CH:13]=[C:12]([C:14]([O:16][CH2:17][CH3:18])=[O:15])[O:11][N:10]=2)=[CH:5][CH:4]=1. (3) Given the product [Cl:32][C:29]1[CH:30]=[CH:31][C:26]([CH2:25][N:16]2[C:17]([CH3:19])=[CH:18][C:14](/[C:2](/[F:1])=[CH:3]/[C:4]3[CH:5]=[CH:6][C:7]([C:10]([F:13])([F:12])[F:11])=[CH:8][CH:9]=3)=[N:15]2)=[CH:27][N:28]=1, predict the reactants needed to synthesize it. The reactants are: [F:1]/[C:2](/[C:14]1[CH:18]=[C:17]([CH3:19])[NH:16][N:15]=1)=[CH:3]\[C:4]1[CH:9]=[CH:8][C:7]([C:10]([F:13])([F:12])[F:11])=[CH:6][CH:5]=1.CS(O[CH2:25][C:26]1[CH:27]=[N:28][C:29]([Cl:32])=[CH:30][CH:31]=1)(=O)=O.